Dataset: Catalyst prediction with 721,799 reactions and 888 catalyst types from USPTO. Task: Predict which catalyst facilitates the given reaction. Product: [F:17][C:14]1([F:16])[CH2:15][CH:9]2[NH:8][CH:13]1[CH2:12][C:11]([CH2:19][C:20]([O:22][CH2:23][CH3:24])=[O:21])([OH:18])[CH2:10]2. The catalyst class is: 105. Reactant: C([N:8]1[CH:13]2[C:14]([F:17])([F:16])[CH2:15][CH:9]1[CH2:10][C:11]([CH2:19][C:20]([O:22][CH2:23][CH3:24])=[O:21])([OH:18])[CH2:12]2)C1C=CC=CC=1.[H][H].